From a dataset of Reaction yield outcomes from USPTO patents with 853,638 reactions. Predict the reaction yield, written as a fraction of the theoretical maximum amount of product (1.0 means a 100% yield; for example, 0.34 means a 34% yield). (1) The reactants are [CH3:1][C:2]1[CH:8]=[CH:7][C:5]([NH2:6])=[CH:4][CH:3]=1.C([O-])(O)=O.[Na+].[I:14]I.OS([O-])=O.[Na+]. The catalyst is C(Cl)Cl.O. The product is [I:14][C:4]1[CH:3]=[C:2]([CH3:1])[CH:8]=[CH:7][C:5]=1[NH2:6]. The yield is 0.950. (2) The product is [CH3:1][O:2][C:3]1[CH:4]=[CH:5][C:6]2[O:10][C:9]([CH:11]([NH:16][C:17]3[CH:18]=[CH:19][C:20]([C:23]([NH:25][CH2:26][CH2:27][C:28]([OH:30])=[O:29])=[O:24])=[CH:21][CH:22]=3)[CH2:12][CH:13]([CH3:15])[CH3:14])=[C:8]([CH3:33])[C:7]=2[CH:34]=1. The catalyst is C(O)C. The reactants are [CH3:1][O:2][C:3]1[CH:4]=[CH:5][C:6]2[O:10][C:9]([CH:11]([NH:16][C:17]3[CH:22]=[CH:21][C:20]([C:23]([NH:25][CH2:26][CH2:27][C:28]([O:30]CC)=[O:29])=[O:24])=[CH:19][CH:18]=3)[CH2:12][CH:13]([CH3:15])[CH3:14])=[C:8]([CH3:33])[C:7]=2[CH:34]=1.O1CCCC1.[OH-].[Na+]. The yield is 0.860. (3) The reactants are [CH3:1][C:2]1[N:29]=[C:5]2[NH:6][C:7](=[O:28])[C:8]([CH2:13][C:14]3[CH:19]=[CH:18][C:17]([C:20]4[C:21]([C:26]#[N:27])=[CH:22][CH:23]=[CH:24][CH:25]=4)=[CH:16][CH:15]=3)=[C:9]([CH2:10][CH2:11][CH3:12])[N:4]2[N:3]=1.I[CH:31]([CH3:33])[CH3:32].C(=O)([O-])[O-].[K+].[K+].CN(C)C(=O)C. The catalyst is C(OCC)(=O)C. The product is [CH3:1][C:2]1[N:29]=[C:5]2[N:6]([CH:31]([CH3:33])[CH3:32])[C:7](=[O:28])[C:8]([CH2:13][C:14]3[CH:19]=[CH:18][C:17]([C:20]4[C:21]([C:26]#[N:27])=[CH:22][CH:23]=[CH:24][CH:25]=4)=[CH:16][CH:15]=3)=[C:9]([CH2:10][CH2:11][CH3:12])[N:4]2[N:3]=1. The yield is 0.280. (4) The reactants are Cl[C:2]1[CH:11]=[N:10][C:9]2[C:4](=[CH:5][C:6]([O:12][CH3:13])=[CH:7][CH:8]=2)[N:3]=1.[CH3:14][O:15][C:16]1[CH:21]=[C:20]([O:22][CH3:23])[CH:19]=[CH:18][C:17]=1[CH2:24][NH2:25].CCOC(C)=O. The catalyst is CS(C)=O. The product is [CH3:14][O:15][C:16]1[CH:21]=[C:20]([O:22][CH3:23])[CH:19]=[CH:18][C:17]=1[CH2:24][NH:25][C:2]1[CH:11]=[N:10][C:9]2[C:4](=[CH:5][C:6]([O:12][CH3:13])=[CH:7][CH:8]=2)[N:3]=1. The yield is 0.930. (5) The reactants are [CH3:1][O:2][C:3](=[O:40])[CH2:4][CH2:5][NH:6][C:7](=[O:39])[C:8]1[CH:13]=[CH:12][C:11]([C:14]([CH2:36][CH:37]=[CH2:38])([CH2:18][O:19][C:20]2[CH:25]=[CH:24][C:23]([C:26]3[CH:31]=[CH:30][C:29]([C:32]([F:35])([F:34])[F:33])=[CH:28][CH:27]=3)=[CH:22][CH:21]=2)[CH2:15][CH:16]=[CH2:17])=[CH:10][CH:9]=1. The catalyst is CCO.[Pd]. The product is [CH3:1][O:2][C:3](=[O:40])[CH2:4][CH2:5][NH:6][C:7](=[O:39])[C:8]1[CH:9]=[CH:10][C:11]([C:14]([CH2:36][CH2:37][CH3:38])([CH2:18][O:19][C:20]2[CH:25]=[CH:24][C:23]([C:26]3[CH:27]=[CH:28][C:29]([C:32]([F:33])([F:34])[F:35])=[CH:30][CH:31]=3)=[CH:22][CH:21]=2)[CH2:15][CH2:16][CH3:17])=[CH:12][CH:13]=1. The yield is 0.960. (6) The reactants are [CH3:1][O:2][C:3]1[C:11]([S:12]([CH3:14])=[O:13])=[C:10]([C:15]([F:18])([F:17])[F:16])[CH:9]=[CH:8][C:4]=1[C:5]([OH:7])=O.[OH:19][C:20]1[N:21]([CH3:25])[N:22]=[CH:23][CH:24]=1.CC1C=NC=CC=1.S(Cl)(Cl)=O.CC1CCCCC1. The catalyst is C(OCC)(=O)C.O. The product is [OH:19][C:20]1[N:21]([CH3:25])[N:22]=[CH:23][C:24]=1[C:5]([C:4]1[CH:8]=[CH:9][C:10]([C:15]([F:18])([F:17])[F:16])=[C:11]([S:12]([CH3:14])=[O:13])[C:3]=1[O:2][CH3:1])=[O:7]. The yield is 0.865.